This data is from Full USPTO retrosynthesis dataset with 1.9M reactions from patents (1976-2016). The task is: Predict the reactants needed to synthesize the given product. (1) Given the product [P:29]([O:28][CH2:27][C@H:25]1[O:26][C@@H:22]([N:16]2[C:15]3[N:44]=[CH:42][N:41]=[C:20]([NH2:19])[C:14]=3[N:5]=[CH:17]2)[C@H:23]([OH:38])[C@@H:24]1[OH:37])([O:32][P:33]([OH:35])([OH:36])=[O:34])(=[O:30])[OH:31].[CH:39]1[C:45](=[O:46])[NH:44][C:42](=[O:43])[N:41]([C@@H:47]2[O:51][C@H:50]([CH2:52][O:53][P:54]([O:57][P:58]([OH:60])([OH:61])=[O:59])([OH:56])=[O:55])[C@@H:49]([OH:62])[C@H:48]2[OH:63])[CH:40]=1, predict the reactants needed to synthesize it. The reactants are: C([N:5](CCCC)CCCC)CCC.[CH:14]1[C:20](=O)[NH:19][C:17](=O)[N:16]([C@@H:22]2[O:26][C@H:25]([CH2:27][O:28][P:29]([O:32][P:33]([OH:36])([OH:35])=[O:34])([OH:31])=[O:30])[C@@H:24]([OH:37])[C@H:23]2[OH:38])[CH:15]=1.[CH:39]1[C:45](=[O:46])[NH:44][C:42](=[O:43])[N:41]([C@@H:47]2[O:51][C@H:50]([CH2:52][O:53][P:54]([O:57][P:58]([O-:61])([OH:60])=[O:59])([O-:56])=[O:55])[C@@H:49]([OH:62])[C@H:48]2[OH:63])[CH:40]=1.[Na+].[Na+]. (2) Given the product [Br:1][C:2]1[CH:3]=[CH:4][C:5]([CH:8]([O:10][CH:12]2[CH2:13][CH2:14][CH2:15][CH2:16][O:11]2)[CH3:9])=[CH:6][N:7]=1, predict the reactants needed to synthesize it. The reactants are: [Br:1][C:2]1[N:7]=[CH:6][C:5]([CH:8]([OH:10])[CH3:9])=[CH:4][CH:3]=1.[O:11]1[CH:16]=[CH:15][CH2:14][CH2:13][CH2:12]1. (3) Given the product [C:24]([C:23]1[CH:22]=[CH:21][C:20]([CH:12]2[C:13]3[C:14](=[O:19])[CH2:15][CH2:16][CH2:17][C:18]=3[N:9]([C:5]3[CH:6]=[CH:7][CH:8]=[C:3]([C:2]([F:35])([F:36])[F:1])[CH:4]=3)[C:10](=[O:34])[N:11]2[CH2:28][C:39]2[O:43][C:42]([C:44]([O:46][CH3:47])=[O:45])=[CH:41][CH:40]=2)=[CH:27][CH:26]=1)#[N:25], predict the reactants needed to synthesize it. The reactants are: [F:1][C:2]([F:36])([F:35])[C:3]1[CH:4]=[C:5]([N:9]2[C:18]3[CH2:17][CH2:16][CH2:15][C:14](=[O:19])[C:13]=3[CH:12]([C:20]3[CH:27]=[CH:26][C:23]([C:24]#[N:25])=[CH:22][CH:21]=3)[N:11]([CH2:28]C3CCOC3)[C:10]2=[O:34])[CH:6]=[CH:7][CH:8]=1.ClC[C:39]1[O:43][C:42]([C:44]([O:46][CH3:47])=[O:45])=[CH:41][CH:40]=1. (4) Given the product [OH:8][N:9]1[C:14]2[N:15]=[CH:16][N:17]=[CH:18][C:13]=2[C:12]([NH:19][CH:20]2[C:29]3[C:24](=[CH:25][CH:26]=[CH:27][CH:28]=3)[CH2:23][CH2:22][CH2:21]2)=[CH:11][C:10]1=[O:30], predict the reactants needed to synthesize it. The reactants are: C([O:8][N:9]1[C:14]2[N:15]=[CH:16][N:17]=[CH:18][C:13]=2[C:12]([NH:19][CH:20]2[C:29]3[C:24](=[CH:25][CH:26]=[CH:27][CH:28]=3)[CH2:23][CH2:22][CH2:21]2)=[CH:11][C:10]1=[O:30])C1C=CC=CC=1.[H][H]. (5) Given the product [Cl:12][C:2]1[N:10]=[C:9]2[C:5]([NH:6][CH:7]=[N:8]2)=[C:4]([Cl:11])[N:3]=1, predict the reactants needed to synthesize it. The reactants are: N[C:2]1[N:10]=[C:9]2[C:5]([NH:6][CH:7]=[N:8]2)=[C:4]([Cl:11])[N:3]=1.[Cl-:12].N([O-])=O. (6) Given the product [CH3:12][S:13]([N:6]1[CH2:10][CH2:9][CH2:8][C:7]1=[O:11])(=[O:15])=[O:14], predict the reactants needed to synthesize it. The reactants are: [Li]CCCC.[NH:6]1[CH2:10][CH2:9][CH2:8][C:7]1=[O:11].[CH3:12][S:13](Cl)(=[O:15])=[O:14]. (7) The reactants are: [F:1][C:2]1[CH:28]=[C:27]([F:29])[CH:26]=[CH:25][C:3]=1[O:4][C:5]1[CH:10]=[CH:9][C:8]([CH2:11][S:12]([CH3:15])(=[O:14])=[O:13])=[CH:7][C:6]=1B1OC(C)(C)C(C)(C)O1.Br[C:31]1[CH:32]=[C:33]2[C:41](I)=[CH:40][N:39]([CH3:43])[C:34]2=[C:35]([O:37][CH3:38])[N:36]=1.P([O-])([O-])([O-])=O.[K+].[K+].[K+]. Given the product [F:1][C:2]1[CH:28]=[C:27]([F:29])[CH:26]=[CH:25][C:3]=1[O:4][C:5]1[CH:6]=[CH:7][C:8]([CH2:11][S:12]([CH3:15])(=[O:14])=[O:13])=[CH:9][C:10]=1[C:41]1[C:33]2[C:34](=[C:35]([O:37][CH3:38])[N:36]=[C:31]([C:6]3[CH:7]=[C:8]([CH2:11][S:12]([CH3:15])(=[O:14])=[O:13])[CH:9]=[CH:10][C:5]=3[O:4][C:3]3[CH:25]=[CH:26][C:27]([F:29])=[CH:28][C:2]=3[F:1])[CH:32]=2)[N:39]([CH3:43])[CH:40]=1, predict the reactants needed to synthesize it. (8) The reactants are: [Cl:1][C:2]1[N:3]=[C:4](Cl)[C:5]2[CH:10]=[CH:9][S:8][C:6]=2[N:7]=1.CC1(C)C(C)(C)OB([C:20]2[CH:21]=[C:22]([CH2:26][C:27]#[N:28])[CH:23]=[CH:24][CH:25]=2)O1.C([O-])([O-])=O.[K+].[K+]. Given the product [Cl:1][C:2]1[N:3]=[C:4]([C:20]2[CH:21]=[C:22]([CH2:26][C:27]#[N:28])[CH:23]=[CH:24][CH:25]=2)[C:5]2[CH:10]=[CH:9][S:8][C:6]=2[N:7]=1, predict the reactants needed to synthesize it. (9) Given the product [N:1]1([C:6]2[CH:7]=[CH:8][C:9]([C:12]3[N:16]([C:17]4[CH:22]=[CH:21][C:20]([CH2:23][NH2:24])=[CH:19][C:18]=4[CH3:25])[C:15]([CH2:26][CH2:27][C:28]([O:30][CH2:31][CH3:32])=[O:29])=[CH:14][CH:13]=3)=[CH:10][CH:11]=2)[CH:5]=[CH:4][N:3]=[CH:2]1, predict the reactants needed to synthesize it. The reactants are: [N:1]1([C:6]2[CH:11]=[CH:10][C:9]([C:12]3[N:16]([C:17]4[CH:22]=[CH:21][C:20]([C:23]#[N:24])=[CH:19][C:18]=4[CH3:25])[C:15]([CH2:26][CH2:27][C:28]([O:30][CH2:31][CH3:32])=[O:29])=[CH:14][CH:13]=3)=[CH:8][CH:7]=2)[CH:5]=[CH:4][N:3]=[CH:2]1.[BH4-].[Na+].Cl. (10) Given the product [C:17]1([C:20]2[CH:21]=[CH:22][CH:23]=[CH:24][CH:25]=2)[CH:18]=[CH:19][C:14]([CH2:13][C@@H:12]([NH:26][C:27]([C:29]2[O:30][CH:31]=[C:32]([O:36][CH3:37])[C:33](=[O:35])[CH:34]=2)=[O:28])[CH2:11][C@@H:10]([CH3:38])[C:9]([OH:39])=[O:8])=[CH:15][CH:16]=1, predict the reactants needed to synthesize it. The reactants are: C([O:8][C:9](=[O:39])[C@H:10]([CH3:38])[CH2:11][C@H:12]([NH:26][C:27]([C:29]1[O:30][CH:31]=[C:32]([O:36][CH3:37])[C:33](=[O:35])[CH:34]=1)=[O:28])[CH2:13][C:14]1[CH:19]=[CH:18][C:17]([C:20]2[CH:25]=[CH:24][CH:23]=[CH:22][CH:21]=2)=[CH:16][CH:15]=1)C1C=CC=CC=1.B(Cl)(Cl)Cl.